Dataset: Full USPTO retrosynthesis dataset with 1.9M reactions from patents (1976-2016). Task: Predict the reactants needed to synthesize the given product. (1) The reactants are: [C:9](O[C:9]([O:11][C:12]([CH3:15])([CH3:14])[CH3:13])=[O:10])([O:11][C:12]([CH3:15])([CH3:14])[CH3:13])=[O:10].Cl.Cl.[NH2:18][C:19]1[CH:20]=[CH:21][C:22]([N:26]2[CH2:31][CH2:30][CH2:29][C@@H:28]([C:32]([N:34]3[CH2:38][CH2:37][CH2:36][CH2:35]3)=[O:33])[CH2:27]2)=[N:23][C:24]=1[NH2:25].C(=O)(O)[O-].[Na+]. Given the product [NH2:25][C:24]1[C:19]([NH:18][C:9](=[O:10])[O:11][C:12]([CH3:13])([CH3:14])[CH3:15])=[CH:20][CH:21]=[C:22]([N:26]2[CH2:31][CH2:30][CH2:29][C@@H:28]([C:32]([N:34]3[CH2:38][CH2:37][CH2:36][CH2:35]3)=[O:33])[CH2:27]2)[N:23]=1, predict the reactants needed to synthesize it. (2) Given the product [Br:14][C:15]1[S:24][C:18]2[CH:19]([CH3:23])[N:20]([C:11]([C:9]3[CH:10]=[C:5]4[N:4]=[CH:3][C:2]([Br:1])=[CH:7][N:6]4[N:8]=3)=[O:13])[CH2:21][CH2:22][C:17]=2[CH:16]=1, predict the reactants needed to synthesize it. The reactants are: [Br:1][C:2]1[CH:3]=[N:4][C:5]2[N:6]([N:8]=[C:9]([C:11]([OH:13])=O)[CH:10]=2)[CH:7]=1.[Br:14][C:15]1[S:24][C:18]2[CH:19]([CH3:23])[NH:20][CH2:21][CH2:22][C:17]=2[CH:16]=1. (3) Given the product [F:11][C:12]1[CH:13]=[C:14]([CH:15]=[C:16]([S:18]([CH3:21])(=[O:19])=[O:20])[CH:17]=1)[O:22][CH:7]([CH3:10])[CH2:8][OH:9], predict the reactants needed to synthesize it. The reactants are: BrCC(O)C.Br[CH:7]([CH3:10])[CH2:8][OH:9].[F:11][C:12]1[CH:13]=[C:14]([OH:22])[CH:15]=[C:16]([S:18]([CH3:21])(=[O:20])=[O:19])[CH:17]=1.C(=O)([O-])[O-].[K+].[K+].